Task: Predict the reactants needed to synthesize the given product.. Dataset: Retrosynthesis with 50K atom-mapped reactions and 10 reaction types from USPTO (1) Given the product NCCCc1cc(Nc2ccc(Oc3ccnc(C(F)(F)F)c3)cc2)nc(N)n1, predict the reactants needed to synthesize it. The reactants are: CC(C)(C)OC(=O)NCCCc1cc(Nc2ccc(Oc3ccnc(C(F)(F)F)c3)cc2)nc(N)n1. (2) Given the product COc1cc(C2=CCN(C)CC2)c([N+](=O)[O-])cc1Nc1ncc(Cl)c(-c2cn(S(=O)(=O)c3ccccc3)c3ccccc23)n1, predict the reactants needed to synthesize it. The reactants are: COc1cc(C2=CCN(C)CC2)c([N+](=O)[O-])cc1N.O=S(=O)(c1ccccc1)n1cc(-c2nc(Cl)ncc2Cl)c2ccccc21.